From a dataset of Aqueous solubility values for 9,982 compounds from the AqSolDB database. Regression/Classification. Given a drug SMILES string, predict its absorption, distribution, metabolism, or excretion properties. Task type varies by dataset: regression for continuous measurements (e.g., permeability, clearance, half-life) or binary classification for categorical outcomes (e.g., BBB penetration, CYP inhibition). For this dataset (solubility_aqsoldb), we predict Y. (1) The compound is Cc1c(Cl)cccc1[N+](=O)[O-]. The Y is -3.27 log mol/L. (2) The Y is 0.144 log mol/L. The compound is O=C([O-])CN(CCO)CCN(CC(=O)[O-])CC(=O)[O-].[Na+].[Na+].[Na+]. (3) The drug is CC(C)C(=O)OCCc1ccccc1. The Y is -3.08 log mol/L. (4) The drug is O.O.[Ba+2].[Cl-].[Cl-]. The Y is 0.0419 log mol/L.